Dataset: Catalyst prediction with 721,799 reactions and 888 catalyst types from USPTO. Task: Predict which catalyst facilitates the given reaction. (1) Reactant: Cl.Cl.[CH:3]([C@:6]1([C:12]([N:14]2[CH2:19][CH2:18][N:17]([C:20]3[N:25]=[C:24]([C:26]([F:29])([F:28])[F:27])[CH:23]=[CH:22][N:21]=3)[CH2:16][CH2:15]2)=[O:13])[CH2:10][CH2:9][C@@H:8]([NH2:11])[CH2:7]1)([CH3:5])[CH3:4].[CH3:30][CH:31]1[C:36](=O)[CH2:35][CH2:34][O:33][CH2:32]1.C(N(CC)CC)C.C(O[BH-](OC(=O)C)OC(=O)C)(=O)C.[Na+]. Product: [CH:3]([C@:6]1([C:12]([N:14]2[CH2:19][CH2:18][N:17]([C:20]3[N:25]=[C:24]([C:26]([F:27])([F:28])[F:29])[CH:23]=[CH:22][N:21]=3)[CH2:16][CH2:15]2)=[O:13])[CH2:10][CH2:9][C@@H:8]([NH:11][CH:36]2[CH2:35][CH2:34][O:33][CH2:32][CH:31]2[CH3:30])[CH2:7]1)([CH3:5])[CH3:4]. The catalyst class is: 2. (2) Reactant: [Br:1][C:2]1[CH:3]=[C:4]([CH2:8]O)[CH:5]=[N:6][CH:7]=1.S(Cl)([Cl:12])=O. Product: [Br:1][C:2]1[CH:7]=[N:6][CH:5]=[C:4]([CH2:8][Cl:12])[CH:3]=1. The catalyst class is: 2. (3) Reactant: CCCP1(OP(CCC)(=O)OP(CCC)(=O)O1)=O.[CH:19]([C:22]1[C:26]2[N:27]=[C:28]([CH2:32][C:33]3[CH:43]=[CH:42][CH:41]=[CH:40][C:34]=3[O:35][CH2:36][C:37]([OH:39])=O)[NH:29][C:30](=[O:31])[C:25]=2[NH:24][N:23]=1)([CH3:21])[CH3:20].[NH:44]1[CH2:49][CH2:48][O:47][CH2:46][CH2:45]1. Product: [CH:19]([C:22]1[C:26]2[N:27]=[C:28]([CH2:32][C:33]3[CH:43]=[CH:42][CH:41]=[CH:40][C:34]=3[O:35][CH2:36][C:37]([N:44]3[CH2:49][CH2:48][O:47][CH2:46][CH2:45]3)=[O:39])[NH:29][C:30](=[O:31])[C:25]=2[NH:24][N:23]=1)([CH3:21])[CH3:20]. The catalyst class is: 3.